Dataset: Reaction yield outcomes from USPTO patents with 853,638 reactions. Task: Predict the reaction yield, written as a fraction of the theoretical maximum amount of product (1.0 means a 100% yield; for example, 0.34 means a 34% yield). (1) The reactants are [Na:1].[CH3:2][C:3]1([CH3:31])[O:8]C[CH:6]([CH2:9][O:10][C:11]2[C:16](C)=[CH:15][N:14]=[C:13]([CH2:18][S:19]([C:21]3[NH:25][C:24]4[CH:26]=[CH:27][CH:28]=[CH:29][C:23]=4[N:22]=3)=[O:20])[C:12]=2[CH3:30])[CH2:5][O:4]1.CC1(C)OC(CO)CO1.ClC1C=C[N+]([O-])=C(C)C=1C.[F:51]C1C=CC2NC(S)=NC=2C=1. No catalyst specified. The product is [Na:1].[CH3:2][C:3]1([CH3:31])[O:8][CH:6]([CH2:9][O:10][C:11]2[CH:16]=[CH:15][N:14]=[C:13]([CH2:18][S:19]([C:21]3[NH:25][C:24]4[CH:26]=[CH:27][C:28]([F:51])=[CH:29][C:23]=4[N:22]=3)=[O:20])[C:12]=2[CH3:30])[CH2:5][O:4]1. The yield is 0.141. (2) The yield is 0.760. The product is [OH:11][C:9]1[CH:8]=[CH:7][C:5]2[N:6]=[C:2]([NH:1][C:15]([CH:12]3[CH2:14][CH2:13]3)=[O:16])[S:3][C:4]=2[CH:10]=1. The catalyst is N1C=CC=CC=1.CN(C)C1C=CN=CC=1.O. The reactants are [NH2:1][C:2]1[S:3][C:4]2[CH:10]=[C:9]([OH:11])[CH:8]=[CH:7][C:5]=2[N:6]=1.[CH:12]1([C:15](Cl)=[O:16])[CH2:14][CH2:13]1.O.[OH-].[Li+].[OH-].[Na+].